This data is from NCI-60 drug combinations with 297,098 pairs across 59 cell lines. The task is: Regression. Given two drug SMILES strings and cell line genomic features, predict the synergy score measuring deviation from expected non-interaction effect. (1) Drug 1: CC(C1=C(C=CC(=C1Cl)F)Cl)OC2=C(N=CC(=C2)C3=CN(N=C3)C4CCNCC4)N. Drug 2: C1CC(=O)NC(=O)C1N2C(=O)C3=CC=CC=C3C2=O. Cell line: NCIH23. Synergy scores: CSS=17.4, Synergy_ZIP=-3.80, Synergy_Bliss=8.72, Synergy_Loewe=-3.51, Synergy_HSA=8.92. (2) Drug 1: CCC1=CC2CC(C3=C(CN(C2)C1)C4=CC=CC=C4N3)(C5=C(C=C6C(=C5)C78CCN9C7C(C=CC9)(C(C(C8N6C)(C(=O)OC)O)OC(=O)C)CC)OC)C(=O)OC.C(C(C(=O)O)O)(C(=O)O)O. Drug 2: CC1=C(N=C(N=C1N)C(CC(=O)N)NCC(C(=O)N)N)C(=O)NC(C(C2=CN=CN2)OC3C(C(C(C(O3)CO)O)O)OC4C(C(C(C(O4)CO)O)OC(=O)N)O)C(=O)NC(C)C(C(C)C(=O)NC(C(C)O)C(=O)NCCC5=NC(=CS5)C6=NC(=CS6)C(=O)NCCC[S+](C)C)O. Cell line: SK-MEL-5. Synergy scores: CSS=44.1, Synergy_ZIP=-1.42, Synergy_Bliss=-0.233, Synergy_Loewe=-1.76, Synergy_HSA=1.32. (3) Drug 1: C1=C(C(=O)NC(=O)N1)N(CCCl)CCCl. Drug 2: CC1C(C(=O)NC(C(=O)N2CCCC2C(=O)N(CC(=O)N(C(C(=O)O1)C(C)C)C)C)C(C)C)NC(=O)C3=C4C(=C(C=C3)C)OC5=C(C(=O)C(=C(C5=N4)C(=O)NC6C(OC(=O)C(N(C(=O)CN(C(=O)C7CCCN7C(=O)C(NC6=O)C(C)C)C)C)C(C)C)C)N)C. Cell line: HOP-92. Synergy scores: CSS=20.0, Synergy_ZIP=-2.43, Synergy_Bliss=-1.73, Synergy_Loewe=-1.28, Synergy_HSA=-1.42.